This data is from Full USPTO retrosynthesis dataset with 1.9M reactions from patents (1976-2016). The task is: Predict the reactants needed to synthesize the given product. (1) Given the product [C:7]([O:10][CH2:11][C:12]1[N:13]([CH2:32][C:33]2[CH:38]=[CH:37][C:36]([CH3:39])=[CH:35][CH:34]=2)[C:14]2[C:19]([C:20]=1[C:1](=[O:5])[C:2]([OH:43])=[O:3])=[CH:18][C:17]([C:21]1[CH:22]=[CH:23][C:24]([O:27][C:28]([F:29])([F:30])[F:31])=[CH:25][CH:26]=1)=[CH:16][CH:15]=2)(=[O:9])[CH3:8], predict the reactants needed to synthesize it. The reactants are: [C:1](Cl)(=[O:5])[C:2](Cl)=[O:3].[C:7]([O:10][CH2:11][C:12]1[N:13]([CH2:32][C:33]2[CH:38]=[CH:37][C:36]([CH3:39])=[CH:35][CH:34]=2)[C:14]2[C:19]([CH:20]=1)=[CH:18][C:17]([C:21]1[CH:26]=[CH:25][C:24]([O:27][C:28]([F:31])([F:30])[F:29])=[CH:23][CH:22]=1)=[CH:16][CH:15]=2)(=[O:9])[CH3:8].C1C[O:43]CC1. (2) Given the product [Br:8][C:3]1[C:2]([O:1][C:9](=[O:11])[CH3:10])=[CH:7][CH:6]=[CH:5][N:4]=1, predict the reactants needed to synthesize it. The reactants are: [OH:1][C:2]1[C:3]([Br:8])=[N:4][CH:5]=[CH:6][CH:7]=1.[C:9](OC(=O)C)(=[O:11])[CH3:10].C([O-])([O-])=O.[Na+].[Na+]. (3) Given the product [Cl:12][C:7]1[CH:6]=[CH:5][C:4]([P:19](=[O:20])([C:21]2[CH:22]=[CH:23][CH:24]=[CH:25][CH:26]=2)[C:13]2[CH:18]=[CH:17][CH:16]=[CH:15][CH:14]=2)=[CH:9][C:8]=1[O:10][CH3:11], predict the reactants needed to synthesize it. The reactants are: II.Br[C:4]1[CH:5]=[CH:6][C:7]([Cl:12])=[C:8]([O:10][CH3:11])[CH:9]=1.[C:13]1([P:19](Cl)([C:21]2[CH:26]=[CH:25][CH:24]=[CH:23][CH:22]=2)=[O:20])[CH:18]=[CH:17][CH:16]=[CH:15][CH:14]=1.O. (4) Given the product [C:20]([C:21]([C:15](=[O:18])[CH3:16])=[CH:1][C:3]1[CH:10]=[CH:9][C:6]([C:7]#[N:8])=[CH:5][C:4]=1[S:11]([CH3:14])(=[O:13])=[O:12])#[N:19], predict the reactants needed to synthesize it. The reactants are: [CH:1]([C:3]1[CH:10]=[CH:9][C:6]([C:7]#[N:8])=[CH:5][C:4]=1[S:11]([CH3:14])(=[O:13])=[O:12])=O.[C:15]([OH:18])(=O)[CH3:16].[NH:19]1CCC[CH2:21][CH2:20]1.O. (5) Given the product [CH2:8]([C:5]1[CH:6]=[CH:7][C:2]([B:12]2[O:16][C:15]([CH3:18])([CH3:17])[C:14]([CH3:20])([CH3:19])[O:13]2)=[CH:3][CH:4]=1)[CH2:9][CH2:10][CH3:11], predict the reactants needed to synthesize it. The reactants are: Br[C:2]1[CH:7]=[CH:6][C:5]([CH2:8][CH2:9][CH2:10][CH3:11])=[CH:4][CH:3]=1.[B:12]1([B:12]2[O:16][C:15]([CH3:18])([CH3:17])[C:14]([CH3:20])([CH3:19])[O:13]2)[O:16][C:15]([CH3:18])([CH3:17])[C:14]([CH3:20])([CH3:19])[O:13]1.C([O-])([O-])=O.[Cs+].[Cs+].O. (6) Given the product [NH2:2][CH2:1][C:3]1[C:4]2[C:11]([CH3:12])=[CH:10][CH:9]=[CH:8][C:5]=2[S:6][CH:7]=1, predict the reactants needed to synthesize it. The reactants are: [C:1]([C:3]1[C:4]2[C:11]([CH3:12])=[CH:10][CH:9]=[CH:8][C:5]=2[S:6][CH:7]=1)#[N:2].[H-].[Al+3].[Li+].[H-].[H-].[H-].Cl.[OH-].[Na+]. (7) Given the product [C:36]([O:39][C:40]([N:17]([C:18]1[CH:19]=[CH:20][C:21]([C:24]([F:25])([F:26])[F:27])=[CH:22][CH:23]=1)[CH2:16][CH:2]([OH:1])[CH2:3][O:4][C:5]1[CH:15]=[CH:14][CH:13]=[CH:12][C:6]=1[CH2:7][O:8][C:9](=[O:11])[CH3:10])=[O:41])([CH3:38])([CH3:37])[CH3:35], predict the reactants needed to synthesize it. The reactants are: [OH:1][CH:2]([CH2:16][NH:17][C:18]1[CH:23]=[CH:22][C:21]([C:24]([F:27])([F:26])[F:25])=[CH:20][CH:19]=1)[CH2:3][O:4][C:5]1[CH:15]=[CH:14][CH:13]=[CH:12][C:6]=1[CH2:7][O:8][C:9](=[O:11])[CH3:10].C(N(CC)CC)C.[CH3:35][C:36]([O:39][C:40](O[C:40]([O:39][C:36]([CH3:38])([CH3:37])[CH3:35])=[O:41])=[O:41])([CH3:38])[CH3:37].